From a dataset of Peptide-MHC class II binding affinity with 134,281 pairs from IEDB. Regression. Given a peptide amino acid sequence and an MHC pseudo amino acid sequence, predict their binding affinity value. This is MHC class II binding data. (1) The peptide sequence is ASMVNGVIKILTYPW. The MHC is DRB1_0404 with pseudo-sequence DRB1_0404. The binding affinity (normalized) is 0.750. (2) The peptide sequence is AASLLDEDMDALEEA. The MHC is DRB1_0301 with pseudo-sequence DRB1_0301. The binding affinity (normalized) is 0.420. (3) The peptide sequence is DSGKVIPEWCCRSCT. The MHC is DRB3_0101 with pseudo-sequence DRB3_0101. The binding affinity (normalized) is 0. (4) The peptide sequence is AGELELQFRRVKSKYPEGTK. The MHC is HLA-DQA10101-DQB10501 with pseudo-sequence HLA-DQA10101-DQB10501. The binding affinity (normalized) is 0.